From a dataset of Catalyst prediction with 721,799 reactions and 888 catalyst types from USPTO. Predict which catalyst facilitates the given reaction. (1) Reactant: O1[C:5]2([CH2:10][CH2:9][CH:8]([N:11]3[C:16](=[O:17])[C:15]([CH2:18][C:19]4[CH:24]=[CH:23][C:22]([C:25]5[C:26]([C:31]#[N:32])=[CH:27][CH:28]=[CH:29][CH:30]=5)=[CH:21][CH:20]=4)=[C:14]([CH2:33][CH2:34][CH3:35])[N:13]4[N:36]=[C:37]([CH3:39])[N:38]=[C:12]34)[CH2:7][CH2:6]2)[O:4]CC1.Cl.O1CCCC1. Product: [CH3:39][C:37]1[N:38]=[C:12]2[N:11]([CH:8]3[CH2:7][CH2:6][C:5](=[O:4])[CH2:10][CH2:9]3)[C:16](=[O:17])[C:15]([CH2:18][C:19]3[CH:20]=[CH:21][C:22]([C:25]4[C:26]([C:31]#[N:32])=[CH:27][CH:28]=[CH:29][CH:30]=4)=[CH:23][CH:24]=3)=[C:14]([CH2:33][CH2:34][CH3:35])[N:13]2[N:36]=1. The catalyst class is: 13. (2) Reactant: CC1(C)C(C)(C)OB([C:9]2[CH:14]=[CH:13][C:12]([NH:15][C:16](=[O:22])[O:17][C:18]([CH3:21])([CH3:20])[CH3:19])=[CH:11][CH:10]=2)O1.I[C:25]1[C:33]2[C:28](=[N:29][CH:30]=[N:31][C:32]=2[NH2:34])[N:27]([C@H:35]2[CH2:40][CH2:39][C@@H:38]([N:41]3[CH2:46][CH2:45][N:44]([CH3:47])[CH2:43][CH2:42]3)[CH2:37][CH2:36]2)[N:26]=1.O.C(=O)([O-])[O-].[Na+].[Na+]. Product: [NH2:34][C:32]1[N:31]=[CH:30][N:29]=[C:28]2[N:27]([C@H:35]3[CH2:40][CH2:39][C@@H:38]([N:41]4[CH2:42][CH2:43][N:44]([CH3:47])[CH2:45][CH2:46]4)[CH2:37][CH2:36]3)[N:26]=[C:25]([C:9]3[CH:10]=[CH:11][C:12]([NH:15][C:16](=[O:22])[O:17][C:18]([CH3:19])([CH3:20])[CH3:21])=[CH:13][CH:14]=3)[C:33]=12. The catalyst class is: 149. (3) Reactant: [CH3:1][O:2][C:3]1[C:12]([CH3:13])=[C:11]2[C:6]([C:7]([OH:23])=[CH:8][C:9]([C:14]3[S:15][CH:16]=[C:17]([C:19]([F:22])([F:21])[F:20])[N:18]=3)=[N:10]2)=[CH:5][CH:4]=1.O[C@@H:25]1[CH2:30][CH2:29][N:28]([C:31]([O:33][CH2:34][C:35]2[CH:40]=[CH:39][CH:38]=[CH:37][CH:36]=2)=[O:32])[C@H:27]([C:41]([O:43][CH3:44])=[O:42])[CH2:26]1.C1(P(C2C=CC=CC=2)C2C=CC=CC=2)C=CC=CC=1.CC(OC(/N=N/C(OC(C)C)=O)=O)C. Product: [CH3:44][O:43][C:41]([CH:27]1[CH2:26][CH:25]([O:23][C:7]2[C:6]3[C:11](=[C:12]([CH3:13])[C:3]([O:2][CH3:1])=[CH:4][CH:5]=3)[N:10]=[C:9]([C:14]3[S:15][CH:16]=[C:17]([C:19]([F:22])([F:21])[F:20])[N:18]=3)[CH:8]=2)[CH2:30][CH2:29][N:28]1[C:31]([O:33][CH2:34][C:35]1[CH:36]=[CH:37][CH:38]=[CH:39][CH:40]=1)=[O:32])=[O:42]. The catalyst class is: 1. (4) Product: [Cl:1][C:2]1[CH:7]=[CH:6][C:5]([C:8]2[CH:9]=[CH:10][NH:11][N:22]=2)=[CH:4][C:3]=1[CH2:15][NH:16][C:17](=[O:20])[O:18][CH3:19]. Reactant: [Cl:1][C:2]1[CH:7]=[CH:6][C:5]([C:8](=O)[CH:9]=[CH:10][N:11](C)C)=[CH:4][C:3]=1[CH2:15][NH:16][C:17](=[O:20])[O:18][CH3:19].O.[NH2:22]N.CO.C(Cl)(Cl)Cl. The catalyst class is: 5. (5) Reactant: [Cl:1][C:2]1[CH:8]=[C:7]([O:9][C:10]2[C:11]3[NH:18][C:17]([CH3:19])=[CH:16][C:12]=3[N:13]=[CH:14][N:15]=2)[CH:6]=[CH:5][C:3]=1[NH2:4].[F:20][C:21]([F:32])([F:31])[C:22]1[CH:23]=[C:24]([N:28]=[C:29]=[O:30])[CH:25]=[CH:26][CH:27]=1. Product: [Cl:1][C:2]1[CH:8]=[C:7]([O:9][C:10]2[C:11]3[NH:18][C:17]([CH3:19])=[CH:16][C:12]=3[N:13]=[CH:14][N:15]=2)[CH:6]=[CH:5][C:3]=1[NH:4][C:29]([NH:28][C:24]1[CH:25]=[CH:26][CH:27]=[C:22]([C:21]([F:20])([F:31])[F:32])[CH:23]=1)=[O:30]. The catalyst class is: 7. (6) Reactant: [C:1]([C:5]([C:8]([O:11][C:12]([C:18]([O:21][C:22]([C:28]([O:31][CH2:32][CH:33]=[CH2:34])([F:30])[F:29])([C:24]([F:27])([F:26])[F:25])[F:23])([F:20])[F:19])([C:14]([F:17])([F:16])[F:15])[F:13])([F:10])[F:9])([F:7])[F:6])([F:4])([F:3])[F:2].[Cl:35][SiH:36]([Cl:38])[Cl:37]. Product: [C:1]([C:5]([C:8]([O:11][C:12]([C:18]([O:21][C:22]([C:28]([O:31][CH2:32][CH2:33][CH2:34][Si:36]([Cl:38])([Cl:37])[Cl:35])([F:29])[F:30])([C:24]([F:27])([F:26])[F:25])[F:23])([F:19])[F:20])([C:14]([F:17])([F:16])[F:15])[F:13])([F:10])[F:9])([F:7])[F:6])([F:4])([F:3])[F:2]. The catalyst class is: 113. (7) Reactant: B1C2CCC[CH:2]1CCC2.[NH2:10][C:11]1[C:16]([C:17]#[N:18])=[C:15]([C:19]2[CH:24]=[CH:23][C:22]([Cl:25])=[CH:21][C:20]=2[Cl:26])[N:14]=[C:13]([C:27]2[CH:32]=[CH:31][CH:30]=[CH:29][CH:28]=2)[N:12]=1.CI.C(CN)O. Product: [Cl:26][C:20]1[CH:21]=[C:22]([Cl:25])[CH:23]=[CH:24][C:19]=1[C:15]1[N:14]=[C:13]([C:27]2[CH:28]=[CH:29][CH:30]=[CH:31][CH:32]=2)[N:12]=[C:11]([NH2:10])[C:16]=1[CH2:17][NH:18][CH3:2]. The catalyst class is: 323. (8) Reactant: [NH:1]1[C:5]2=[N:6][CH:7]=[N:8][CH:9]=[C:4]2[C:3]([C:10]#[N:11])=[N:2]1.N[NH:13][C:14]([NH2:16])=[S:15].[NH4+].[OH-]. Product: [NH:1]1[C:5]2=[N:6][CH:7]=[N:8][CH:9]=[C:4]2[C:3]([C:10]2[S:15][C:14]([NH2:16])=[N:13][N:11]=2)=[N:2]1. The catalyst class is: 55. (9) Reactant: [C:1]1([C:7]2[CH:8]=[C:9]([CH:13]=[CH:14][CH:15]=2)[C:10]([OH:12])=[O:11])[CH:6]=[CH:5][CH:4]=[CH:3][CH:2]=1.Cl[C:17]1[CH:22]=[CH:21][CH:20]=[CH:19][CH:18]=1.C(P(C12CC3CC(CC(C3)C1)C2)C12CC3CC(CC(C3)C1)C2)CCC.C([O-])([O-])=O.[Cs+].[Cs+]. Product: [C:17]1([C:13]2[CH:14]=[CH:15][C:7]([C:1]3[CH:2]=[CH:3][CH:4]=[CH:5][CH:6]=3)=[CH:8][C:9]=2[C:10]([OH:12])=[O:11])[CH:22]=[CH:21][CH:20]=[CH:19][CH:18]=1. The catalyst class is: 826. (10) Reactant: [Cl:1][C:2]1[CH:3]=[C:4]([NH:17][C:18]([C:20]2[S:24][C:23]3[CH:25]=[CH:26][C:27]([NH:29][S:30]([CH3:33])(=[O:32])=[O:31])=[CH:28][C:22]=3[CH:21]=2)=[O:19])[CH:5]=[C:6]([NH:8][C:9]2[CH:14]=[CH:13][C:12]([F:15])=[CH:11][C:10]=2[F:16])[CH:7]=1.C=O.[CH3:36]C(O)=O.[BH3-]C#N.[Na+]. Product: [Cl:1][C:2]1[CH:3]=[C:4]([NH:17][C:18]([C:20]2[S:24][C:23]3[CH:25]=[CH:26][C:27]([NH:29][S:30]([CH3:33])(=[O:31])=[O:32])=[CH:28][C:22]=3[CH:21]=2)=[O:19])[CH:5]=[C:6]([N:8]([C:9]2[CH:14]=[CH:13][C:12]([F:15])=[CH:11][C:10]=2[F:16])[CH3:36])[CH:7]=1. The catalyst class is: 144.